Dataset: Reaction yield outcomes from USPTO patents with 853,638 reactions. Task: Predict the reaction yield, written as a fraction of the theoretical maximum amount of product (1.0 means a 100% yield; for example, 0.34 means a 34% yield). (1) The reactants are [Cl:1][C:2]1[CH:7]=[CH:6][C:5]([C:8]2(O)[C:16]3[C:11](=[CH:12][CH:13]=[CH:14][CH:15]=3)[C:10](=[O:17])[N:9]2[CH2:18][CH2:19][C:20]2[CH:25]=[CH:24][CH:23]=[CH:22][CH:21]=2)=[CH:4][CH:3]=1.S(Cl)([Cl:29])=O. No catalyst specified. The product is [Cl:29][C:8]1([C:5]2[CH:6]=[CH:7][C:2]([Cl:1])=[CH:3][CH:4]=2)[C:16]2[C:11](=[CH:12][CH:13]=[CH:14][CH:15]=2)[C:10](=[O:17])[N:9]1[CH2:18][CH2:19][C:20]1[CH:25]=[CH:24][CH:23]=[CH:22][CH:21]=1. The yield is 1.00. (2) The reactants are [F:1][C:2]1[CH:7]=[C:6]([NH2:8])[CH:5]=[CH:4][C:3]=1[OH:9].[Cl:10][C:11]1[CH:16]=[C:15](Cl)[CH:14]=[CH:13][N:12]=1. No catalyst specified. The product is [Cl:10][C:11]1[CH:16]=[C:15]([O:9][C:3]2[CH:4]=[CH:5][C:6]([NH2:8])=[CH:7][C:2]=2[F:1])[CH:14]=[CH:13][N:12]=1. The yield is 0.670. (3) The yield is 0.400. The reactants are P(Cl)(Cl)(Cl)(Cl)Cl.O=P(Cl)(Cl)[Cl:9].O[C:13]1[CH:18]=[C:17]([CH3:19])[NH:16][C:15](=[O:20])[C:14]=1[C:21]#[N:22].[NH4+].[OH-]. The product is [Cl:9][C:13]1[CH:18]=[C:17]([CH3:19])[NH:16][C:15](=[O:20])[C:14]=1[C:21]#[N:22]. The catalyst is C(Cl)(Cl)Cl. (4) The reactants are [CH3:1][N:2]1[C:10]2[C:5](=[CH:6][CH:7]=[C:8]([N:11]3[CH:16]=[CH:15][C:14]([CH2:17][CH2:18][C:19]4[CH:24]=[CH:23][CH:22]=[CH:21][CH:20]=4)=[CH:13][C:12]3=[O:25])[CH:9]=2)[C:4]2[CH2:26][CH2:27][N:28](C(OC(C)(C)C)=O)[CH2:29][C:3]1=2.C1(N)C(F)=C(F)C(F)=C(N)C=1F.[ClH:49].Cl. No catalyst specified. The product is [ClH:49].[ClH:49].[CH3:1][N:2]1[C:10]2[C:5](=[CH:6][CH:7]=[C:8]([N:11]3[CH:16]=[CH:15][C:14]([CH2:17][CH2:18][C:19]4[CH:24]=[CH:23][CH:22]=[CH:21][CH:20]=4)=[CH:13][C:12]3=[O:25])[CH:9]=2)[C:4]2[CH2:26][CH2:27][NH:28][CH2:29][C:3]1=2. The yield is 0.510. (5) The reactants are Br[C:2]1[CH:3]=[C:4]([N:8]2[C:12]3[CH:13]=[CH:14][C:15]([CH:17]([NH:19][CH:20]=[O:21])[CH3:18])=[CH:16][C:11]=3[N:10]=[CH:9]2)[CH:5]=[CH:6][CH:7]=1.[CH3:22][O:23][C:24]1[N:29]=[C:28]([O:30][CH3:31])[C:27](B(O)O)=[CH:26][N:25]=1. No catalyst specified. The product is [CH3:22][O:23][C:24]1[N:29]=[C:28]([O:30][CH3:31])[C:27]([C:2]2[CH:3]=[C:4]([N:8]3[C:12]4[CH:13]=[CH:14][C:15]([CH:17]([NH:19][CH:20]=[O:21])[CH3:18])=[CH:16][C:11]=4[N:10]=[CH:9]3)[CH:5]=[CH:6][CH:7]=2)=[CH:26][N:25]=1. The yield is 0.810. (6) The catalyst is C(Cl)Cl.CO. The yield is 0.900. The reactants are [CH3:1][N:2]1[CH:6]=[C:5]([C:7]2[CH:39]=[CH:38][C:10]3[N:11]([C:14]4[S:18][C:17]([C:19]([NH2:21])=[O:20])=[C:16]([O:22][CH:23]([C:25]5[CH:30]=[CH:29][CH:28]=[C:27]([O:31][CH:32]6[CH2:37][CH2:36][NH:35][CH2:34][CH2:33]6)[CH:26]=5)[CH3:24])[CH:15]=4)[CH:12]=[N:13][C:9]=3[CH:8]=2)[CH:4]=[N:3]1.[CH3:40]C(OCC1C2C(=CC=CC=2)C(COC(C)=O)=C2C=1C=CC=C2)=O.C=O.C(O[BH-](OC(=O)C)OC(=O)C)(=O)C.[Na+].[OH-].[Na+]. The product is [CH3:40][N:35]1[CH2:34][CH2:33][CH:32]([O:31][C:27]2[CH:26]=[C:25]([CH:23]([O:22][C:16]3[CH:15]=[C:14]([N:11]4[C:10]5[CH:38]=[CH:39][C:7]([C:5]6[CH:4]=[N:3][N:2]([CH3:1])[CH:6]=6)=[CH:8][C:9]=5[N:13]=[CH:12]4)[S:18][C:17]=3[C:19]([NH2:21])=[O:20])[CH3:24])[CH:30]=[CH:29][CH:28]=2)[CH2:37][CH2:36]1. (7) The reactants are BrCCCCC(C)(C1C=CC(C)=CC=1)CO.[Br:17][CH2:18][CH2:19][CH2:20][CH2:21][CH2:22][C:23]([CH3:35])([C:29]1[CH:34]=[CH:33][CH:32]=[CH:31][CH:30]=1)[C:24](OCC)=[O:25].[Li+].[BH4-].CO. The catalyst is C(Cl)Cl. The product is [Br:17][CH2:18][CH2:19][CH2:20][CH2:21][CH2:22][C:23]([CH3:35])([C:29]1[CH:30]=[CH:31][CH:32]=[CH:33][CH:34]=1)[CH2:24][OH:25]. The yield is 0.980.